This data is from TCR-epitope binding with 47,182 pairs between 192 epitopes and 23,139 TCRs. The task is: Binary Classification. Given a T-cell receptor sequence (or CDR3 region) and an epitope sequence, predict whether binding occurs between them. (1) The epitope is DPFRLLQNSQVFS. The TCR CDR3 sequence is CASSLSFGTEAFF. Result: 0 (the TCR does not bind to the epitope). (2) The epitope is HPVGEADYFEY. The TCR CDR3 sequence is CATSDSQGSEQFF. Result: 0 (the TCR does not bind to the epitope). (3) The epitope is SEISMDNSPNL. The TCR CDR3 sequence is CASSWDGTSGRNKYF. Result: 1 (the TCR binds to the epitope). (4) The epitope is VVYRGTTTY. The TCR CDR3 sequence is CASSPPNTPPLHF. Result: 1 (the TCR binds to the epitope). (5) The epitope is KRWIILGLNK. The TCR CDR3 sequence is CASSLYGEYEQYF. Result: 1 (the TCR binds to the epitope). (6) The epitope is SEPVLKGVKL. The TCR CDR3 sequence is CASSLGAPGYGYTF. Result: 0 (the TCR does not bind to the epitope). (7) The epitope is YVLDHLIVV. The TCR CDR3 sequence is CASSPGAGLYNEQFF. Result: 1 (the TCR binds to the epitope). (8) The epitope is TLDSKTQSL. The TCR CDR3 sequence is CATSDRQGWNTGELFF. Result: 0 (the TCR does not bind to the epitope).